Dataset: Catalyst prediction with 721,799 reactions and 888 catalyst types from USPTO. Task: Predict which catalyst facilitates the given reaction. (1) Reactant: [OH-].[Na+].[C:11](O[C:11]([O:13][C:14]([CH3:17])([CH3:16])[CH3:15])=[O:12])([O:13][C:14]([CH3:17])([CH3:16])[CH3:15])=[O:12].[Br:18][C:19]1[CH:24]=[C:23]([F:25])[CH:22]=[CH:21][C:20]=1[C:26]1([NH2:29])[CH2:28][CH2:27]1. Product: [Br:18][C:19]1[CH:24]=[C:23]([F:25])[CH:22]=[CH:21][C:20]=1[C:26]1([NH:29][C:11](=[O:12])[O:13][C:14]([CH3:15])([CH3:16])[CH3:17])[CH2:27][CH2:28]1. The catalyst class is: 371. (2) Reactant: [CH3:1][O:2][C:3]1[CH:4]=[C:5]2[C:10](=[CH:11][C:12]=1[O:13][CH3:14])[N:9]=[CH:8][CH:7]=[C:6]2[O:15][C:16]1[CH:22]=[CH:21][C:19]([NH2:20])=[C:18]([CH3:23])[C:17]=1[CH3:24].Cl[C:26](Cl)([O:28]C(=O)OC(Cl)(Cl)Cl)Cl.[CH3:37][N:38]1[CH2:43][CH2:42][N:41]([CH2:44][CH2:45][CH:46]([OH:50])[CH2:47][CH2:48][CH3:49])[CH2:40][CH2:39]1.C(=O)(O)[O-].[Na+]. Product: [CH3:1][O:2][C:3]1[CH:4]=[C:5]2[C:10](=[CH:11][C:12]=1[O:13][CH3:14])[N:9]=[CH:8][CH:7]=[C:6]2[O:15][C:16]1[CH:22]=[CH:21][C:19]([NH:20][C:26](=[O:28])[O:50][CH:46]([CH2:45][CH2:44][N:41]2[CH2:42][CH2:43][N:38]([CH3:37])[CH2:39][CH2:40]2)[CH2:47][CH2:48][CH3:49])=[C:18]([CH3:23])[C:17]=1[CH3:24]. The catalyst class is: 208. (3) Reactant: [Br:1][C:2]1[CH:10]=[CH:9][C:8]([C:11]([F:14])([F:13])[F:12])=[CH:7][C:3]=1[C:4]([OH:6])=O.CN(C(ON1N=NC2C=CC=NC1=2)=[N+](C)C)C.F[P-](F)(F)(F)(F)F.C(N(CC)C(C)C)(C)C.[NH:48]1[CH2:53][CH2:52][O:51][CH2:50][CH2:49]1. Product: [Br:1][C:2]1[CH:10]=[CH:9][C:8]([C:11]([F:14])([F:13])[F:12])=[CH:7][C:3]=1[C:4]([N:48]1[CH2:53][CH2:52][O:51][CH2:50][CH2:49]1)=[O:6]. The catalyst class is: 3. (4) Reactant: C[O:2][C:3](=[O:17])[C:4]1[CH:9]=[C:8]([Br:10])[CH:7]=[CH:6][C:5]=1[S:11][C:12](=[O:16])[N:13]([CH3:15])[CH3:14].O.[OH-].[Li+]. Product: [Br:10][C:8]1[CH:7]=[CH:6][C:5]([S:11][C:12](=[O:16])[N:13]([CH3:14])[CH3:15])=[C:4]([CH:9]=1)[C:3]([OH:17])=[O:2]. The catalyst class is: 87. (5) Reactant: [NH2:1][C:2]1([CH2:13][OH:14])[C:10]2[C:5](=[CH:6][C:7]([O:11][CH3:12])=[CH:8][CH:9]=2)[CH2:4][CH2:3]1.C(N(CC)CC)C.[Cl:22][CH2:23][C:24](Cl)=[O:25].O. Product: [Cl:22][CH2:23][C:24]([NH:1][C:2]1([CH2:13][OH:14])[C:10]2[C:5](=[CH:6][C:7]([O:11][CH3:12])=[CH:8][CH:9]=2)[CH2:4][CH2:3]1)=[O:25]. The catalyst class is: 382. (6) Reactant: [CH3:1][N:2]1[CH2:12][CH2:11][C:5]2([S:9][CH2:8][C:7](=[O:10])[NH:6]2)[CH2:4][CH2:3]1.C=O.[NH:15]1[CH2:19][CH2:18][CH2:17][CH2:16]1.[C:20]1(C)C=CC=CC=1. Product: [CH3:1][N:2]1[CH2:12][CH2:11][C:5]2([S:9][CH2:8][C:7](=[O:10])[N:6]2[CH2:20][N:15]2[CH2:19][CH2:18][CH2:17][CH2:16]2)[CH2:4][CH2:3]1. The catalyst class is: 8. (7) Reactant: [F:1][C:2]1[CH:3]=[C:4]([CH:20]=[CH:21][C:22]=1[F:23])[CH2:5][N:6]1[CH:15]=[CH:14][C:13]2[C:8](=[CH:9][C:10]([C:16]([OH:18])=O)=[CH:11][CH:12]=2)[C:7]1=[O:19].CCN=C=NCCCN(C)C.Cl.C1C=CC2N(O)N=NC=2C=1.[CH3:46][O:47][C:48]1[CH:53]=[C:52]([CH2:54][NH2:55])[CH:51]=[CH:50][N:49]=1.C([O-])(O)=O.[Na+]. Product: [CH3:46][O:47][C:48]1[CH:53]=[C:52]([CH2:54][NH:55][C:16]([C:10]2[CH:9]=[C:8]3[C:13]([CH:14]=[CH:15][N:6]([CH2:5][C:4]4[CH:20]=[CH:21][C:22]([F:23])=[C:2]([F:1])[CH:3]=4)[C:7]3=[O:19])=[CH:12][CH:11]=2)=[O:18])[CH:51]=[CH:50][N:49]=1. The catalyst class is: 35. (8) Reactant: [O:1]1[CH2:3][CH:2]1[C:4]1[CH:9]=[CH:8][C:7]([C:10]2[N:14]=[C:13]([C:15]3[O:19][N:18]=[C:17]([C:20]4[CH:25]=[CH:24][CH:23]=[CH:22][CH:21]=4)[C:16]=3[C:26]([F:29])([F:28])[F:27])[O:12][N:11]=2)=[CH:6][CH:5]=1.[NH:30]1[CH2:35][CH2:34][CH2:33][CH:32]([CH2:36][CH2:37][OH:38])[CH2:31]1.CS(C)=O. Product: [OH:38][CH2:37][CH2:36][CH:32]1[CH2:33][CH2:34][CH2:35][N:30]([CH2:3][CH:2]([C:4]2[CH:9]=[CH:8][C:7]([C:10]3[N:14]=[C:13]([C:15]4[O:19][N:18]=[C:17]([C:20]5[CH:21]=[CH:22][CH:23]=[CH:24][CH:25]=5)[C:16]=4[C:26]([F:27])([F:28])[F:29])[O:12][N:11]=3)=[CH:6][CH:5]=2)[OH:1])[CH2:31]1. The catalyst class is: 41. (9) Reactant: ClC(OC(Cl)C)=O.[C:8]([O-:11])([OH:10])=O.[Na+].[CH2:13]([O:15][C:16]([C:18]1[CH:19]2[N:43](C)[CH:23]([CH2:24][C:25]=1[C:26]1[S:30][C:29]([CH2:31][O:32][CH2:33][CH2:34][O:35][Si](C(C)(C)C)(C)C)=[N:28][CH:27]=1)[CH2:22][N:21]([C:45]([O:47][C:48]([CH3:51])([CH3:50])[CH3:49])=[O:46])[CH2:20]2)=[O:17])[CH3:14].CCN(C(C)C)C(C)C.[CH3:61][C:62](OC(OC(O[C:62]([CH3:64])([CH3:63])[CH3:61])=O)=O)([CH3:64])[CH3:63]. Product: [CH2:13]([O:15][C:16]([C:18]1[CH:19]2[N:43]([C:8]([O:11][C:62]([CH3:64])([CH3:63])[CH3:61])=[O:10])[CH:23]([CH2:24][C:25]=1[C:26]1[S:30][C:29]([CH2:31][O:32][CH2:33][CH2:34][OH:35])=[N:28][CH:27]=1)[CH2:22][N:21]([C:45]([O:47][C:48]([CH3:51])([CH3:50])[CH3:49])=[O:46])[CH2:20]2)=[O:17])[CH3:14]. The catalyst class is: 26.